This data is from Full USPTO retrosynthesis dataset with 1.9M reactions from patents (1976-2016). The task is: Predict the reactants needed to synthesize the given product. (1) Given the product [C:17]1([CH2:16][CH2:15][C:14]([N:11]2[CH2:12][CH2:13][N:8]([C:6]([O:52][CH2:51][C:43]3[C:42]([CH3:53])=[C:41]([O:40][CH2:33][C:34]4[CH:35]=[CH:36][CH:37]=[CH:38][CH:39]=4)[C:50]4[C:45](=[CH:46][CH:47]=[CH:48][CH:49]=4)[N:44]=3)=[O:7])[CH2:9][CH2:10]2)=[O:23])[CH:22]=[CH:21][CH:20]=[CH:19][CH:18]=1, predict the reactants needed to synthesize it. The reactants are: N1([C:6]([N:8]2[CH2:13][CH2:12][N:11]([C:14](=[O:23])[CH2:15][CH2:16][C:17]3[CH:22]=[CH:21][CH:20]=[CH:19][CH:18]=3)[CH2:10][CH2:9]2)=[O:7])C=CN=C1.CI.C(N(CC)CC)C.[CH2:33]([O:40][C:41]1[C:50]2[C:45](=[CH:46][CH:47]=[CH:48][CH:49]=2)[N:44]=[C:43]([CH2:51][OH:52])[C:42]=1[CH3:53])[C:34]1[CH:39]=[CH:38][CH:37]=[CH:36][CH:35]=1. (2) Given the product [C:44]([NH:43][CH:37]1[CH2:38][CH2:39][CH2:40][CH2:41][CH2:42]1)([NH:45][CH:46]1[CH2:51][CH2:50][CH2:49][CH2:48][CH2:47]1)=[O:8], predict the reactants needed to synthesize it. The reactants are: C1C(C(O)=[O:8])=CC(C2C3C=CC(O)=CC=3OC3C=2C=CC(C=3)=O)=C(C(O)=O)C=1.ON1C(=O)CCC1=O.[CH:37]1([N:43]=[C:44]=[N:45][CH:46]2[CH2:51][CH2:50][CH2:49][CH2:48][CH2:47]2)[CH2:42][CH2:41][CH2:40][CH2:39][CH2:38]1. (3) Given the product [Br:1][CH2:2][C:3]([O:5][N:7]1[C:11](=[O:12])[CH2:10][CH2:9][C:8]1=[O:13])=[O:4], predict the reactants needed to synthesize it. The reactants are: [Br:1][CH2:2][C:3]([OH:5])=[O:4].O[N:7]1[C:11](=[O:12])[CH2:10][CH2:9][C:8]1=[O:13].C1CCC(N=C=NC2CCCCC2)CC1. (4) Given the product [CH3:1][N:2]1[C@@:6]2([CH2:14][C:13]3[C:8](=[CH:9][CH:10]=[C:11]([C:15]([O:17][CH3:25])=[O:16])[CH:12]=3)[CH2:7]2)[C:5](=[O:18])[NH:4][C:3]1=[O:19], predict the reactants needed to synthesize it. The reactants are: [CH3:1][N:2]1[C:6]2([CH2:14][C:13]3[C:8](=[CH:9][CH:10]=[C:11]([C:15]([OH:17])=[O:16])[CH:12]=3)[CH2:7]2)[C:5](=[O:18])[NH:4][C:3]1=[O:19].OS(O)(=O)=O.[CH3:25]O. (5) Given the product [Cl:1][C:2]1[C:6]([Cl:7])=[C:5]([CH3:8])[NH:4][C:3]=1[C:9]([NH:11][CH:12]1[CH2:17][CH2:16][N:15]([C:18]2[S:22][C:21]([CH2:23][OH:24])=[N:20][N:19]=2)[CH2:14][CH2:13]1)=[O:10], predict the reactants needed to synthesize it. The reactants are: [Cl:1][C:2]1[C:6]([Cl:7])=[C:5]([CH3:8])[NH:4][C:3]=1[C:9]([NH:11][CH:12]1[CH2:17][CH2:16][N:15]([C:18]2[S:22][C:21]([C:23](OCC)=[O:24])=[N:20][N:19]=2)[CH2:14][CH2:13]1)=[O:10].[H-].C([Al+]CC(C)C)C(C)C. (6) Given the product [F:20][C:21]1[CH:22]=[C:23]([NH:31][C:32](=[O:33])[NH:1][C:2]2[CH:3]=[CH:4][C:5]([C:8]3[C:16]4[C:11](=[N:12][CH:13]=[CH:14][CH:15]=4)[NH:10][C:9]=3[C:17]([NH2:19])=[O:18])=[CH:6][CH:7]=2)[CH:24]=[C:25]([C:27]([F:29])([F:30])[F:28])[CH:26]=1, predict the reactants needed to synthesize it. The reactants are: [NH2:1][C:2]1[CH:7]=[CH:6][C:5]([C:8]2[C:16]3[C:11](=[N:12][CH:13]=[CH:14][CH:15]=3)[NH:10][C:9]=2[C:17]([NH2:19])=[O:18])=[CH:4][CH:3]=1.[F:20][C:21]1[CH:22]=[C:23]([N:31]=[C:32]=[O:33])[CH:24]=[C:25]([C:27]([F:30])([F:29])[F:28])[CH:26]=1.